From a dataset of Reaction yield outcomes from USPTO patents with 853,638 reactions. Predict the reaction yield, written as a fraction of the theoretical maximum amount of product (1.0 means a 100% yield; for example, 0.34 means a 34% yield). (1) The reactants are [OH:1][C:2]1[CH:11]=[C:10](O)[C:9]([CH:13]([CH3:15])[CH3:14])=[CH:8][C:3]=1[C:4]([O:6][CH3:7])=[O:5].[C:16](=O)([O-])[O-].[K+].[K+].S([O:27][CH3:28])(OC)(=O)=O. The catalyst is C(#N)C. The product is [CH:13]([C:9]1[C:10]([O:27][CH3:28])=[CH:11][C:2]([O:1][CH3:16])=[C:3]([CH:8]=1)[C:4]([O:6][CH3:7])=[O:5])([CH3:15])[CH3:14]. The yield is 0.740. (2) The reactants are [CH2:1]([O:3][CH:4]([O:17][CH2:18][CH3:19])[C:5]#[C:6][C:7]1[CH:8]=[C:9]2[C:14](=[CH:15][CH:16]=1)[N:13]=[CH:12][CH:11]=[CH:10]2)[CH3:2]. The catalyst is [Pd].C1COCC1. The product is [CH2:18]([O:17][CH:4]([O:3][CH2:1][CH3:2])[CH2:5][CH2:6][C:7]1[CH:8]=[C:9]2[C:14](=[CH:15][CH:16]=1)[N:13]=[CH:12][CH:11]=[CH:10]2)[CH3:19]. The yield is 0.980.